This data is from Peptide-MHC class II binding affinity with 134,281 pairs from IEDB. The task is: Regression. Given a peptide amino acid sequence and an MHC pseudo amino acid sequence, predict their binding affinity value. This is MHC class II binding data. (1) The peptide sequence is QEQLFSNVQYFAHYCRKYAP. The MHC is DRB1_0401 with pseudo-sequence DRB1_0401. The binding affinity (normalized) is 0.289. (2) The peptide sequence is EKKYFAASQFEPLAA. The MHC is HLA-DPA10301-DPB10402 with pseudo-sequence HLA-DPA10301-DPB10402. The binding affinity (normalized) is 0.868. (3) The peptide sequence is NGSMRVFVDVIRALD. The MHC is DRB1_0901 with pseudo-sequence DRB1_0901. The binding affinity (normalized) is 0.246. (4) The peptide sequence is KEVEEAWASACGGTG. The MHC is HLA-DPA10103-DPB10301 with pseudo-sequence HLA-DPA10103-DPB10301. The binding affinity (normalized) is 0. (5) The binding affinity (normalized) is 0.0190. The MHC is DRB1_0301 with pseudo-sequence DRB1_0301. The peptide sequence is SGILQLFVFLVLAGR.